Dataset: Retrosynthesis with 50K atom-mapped reactions and 10 reaction types from USPTO. Task: Predict the reactants needed to synthesize the given product. Given the product O=C(Nc1nccs1)C(CC1CCCC1(F)F)c1ccc(Cl)c(Cl)c1, predict the reactants needed to synthesize it. The reactants are: COC(=O)C(CC1CCCC1(F)F)c1ccc(Cl)c(Cl)c1.Nc1nccs1.